This data is from Peptide-MHC class I binding affinity with 185,985 pairs from IEDB/IMGT. The task is: Regression. Given a peptide amino acid sequence and an MHC pseudo amino acid sequence, predict their binding affinity value. This is MHC class I binding data. (1) The peptide sequence is CAGDFAFHK. The MHC is HLA-A03:01 with pseudo-sequence HLA-A03:01. The binding affinity (normalized) is 0. (2) The peptide sequence is QTNPYPTGP. The MHC is HLA-B27:05 with pseudo-sequence HLA-B27:05. The binding affinity (normalized) is 0. (3) The peptide sequence is HAYCGIKGL. The MHC is HLA-A02:01 with pseudo-sequence HLA-A02:01. The binding affinity (normalized) is 0.210. (4) The peptide sequence is TRTLGSFTW. The MHC is H-2-Kb with pseudo-sequence H-2-Kb. The binding affinity (normalized) is 0. (5) The binding affinity (normalized) is 0.148. The peptide sequence is GIFSNPHPV. The MHC is H-2-Kb with pseudo-sequence H-2-Kb. (6) The peptide sequence is KVPGVKTVW. The MHC is HLA-B07:02 with pseudo-sequence HLA-B07:02. The binding affinity (normalized) is 0.0736.